Dataset: Forward reaction prediction with 1.9M reactions from USPTO patents (1976-2016). Task: Predict the product of the given reaction. (1) Given the reactants Cl.[CH2:2]([O:4][C:5]([C:7]1([NH2:13])[CH2:12][CH2:11][CH2:10][CH2:9][CH2:8]1)=[O:6])[CH3:3].[O:14]1[C:18]2[CH:19]=[CH:20][CH:21]=[CH:22][C:17]=2[CH:16]=[C:15]1[C:23](O)=[O:24], predict the reaction product. The product is: [CH2:2]([O:4][C:5]([C:7]1([NH:13][C:23]([C:15]2[O:14][C:18]3[CH:19]=[CH:20][CH:21]=[CH:22][C:17]=3[CH:16]=2)=[O:24])[CH2:12][CH2:11][CH2:10][CH2:9][CH2:8]1)=[O:6])[CH3:3]. (2) Given the reactants [CH:1]1([C:4]2[O:8][N:7]=[C:6]([CH:9]3[CH2:14][CH2:13][C:12]([F:16])([F:15])[CH2:11][CH2:10]3)[C:5]=2[C:17](OC)=[O:18])[CH2:3][CH2:2]1.[H-].[H-].[H-].[H-].[Li+].[Al+3].O.[OH-].[Na+], predict the reaction product. The product is: [CH:1]1([C:4]2[O:8][N:7]=[C:6]([CH:9]3[CH2:10][CH2:11][C:12]([F:16])([F:15])[CH2:13][CH2:14]3)[C:5]=2[CH2:17][OH:18])[CH2:2][CH2:3]1. (3) Given the reactants [N+:1]([C:4]1[CH:24]=[CH:23][C:7]2[C:8]3[CH:18]=[CH:17][C:16]([S:19]([O-])(=[O:21])=[O:20])=[CH:15][C:9]=3[S+:10](C(F)(F)F)[C:6]=2[CH:5]=1)([O-:3])=[O:2].S(Cl)([Cl:27])=O, predict the reaction product. The product is: [N+:1]([C:4]1[CH:24]=[CH:23][C:7]2[C:8]3[CH:18]=[CH:17][C:16]([S:19]([Cl:27])(=[O:21])=[O:20])=[CH:15][C:9]=3[S:10][C:6]=2[CH:5]=1)([O-:3])=[O:2]. (4) Given the reactants [F:1][C@@H:2]1[CH2:4][C@@H:3]1[C:5]([OH:7])=O.CN(C(O[N:16]1N=N[C:18]2[CH:19]=[CH:20][CH:21]=[N:22][C:17]1=2)=[N+](C)C)C.F[P-](F)(F)(F)(F)F.C([N:35]([CH2:39][CH3:40])[CH:36]([CH3:38])C)(C)C.C(O[CH2:45][CH3:46])(=O)C, predict the reaction product. The product is: [F:1][C@@H:2]1[CH2:4][C@@H:3]1[C:5]([NH:16][C:17]1[N:22]=[CH:21][C:20]2[C:19]([CH:18]=1)=[CH:17][N:22]=[C:21]([C:40]1[CH:39]=[N:35][CH:36]=[CH:38][C:45]=1[CH3:46])[CH:20]=2)=[O:7]. (5) Given the reactants [Li+].CC([N-]C(C)C)C.[CH2:9]([O:11][C:12]([CH:14]1[CH2:19][CH2:18][N:17]([C:20]([O:22][C:23]([CH3:26])([CH3:25])[CH3:24])=[O:21])[CH2:16][CH2:15]1)=[O:13])[CH3:10].Br[CH2:28][CH2:29][O:30][CH3:31], predict the reaction product. The product is: [CH2:9]([O:11][C:12]([C:14]1([CH2:28][CH2:29][O:30][CH3:31])[CH2:19][CH2:18][N:17]([C:20]([O:22][C:23]([CH3:25])([CH3:24])[CH3:26])=[O:21])[CH2:16][CH2:15]1)=[O:13])[CH3:10]. (6) Given the reactants Br[C:2]1[CH:3]=[C:4]([N:12]2[CH2:17][CH2:16][O:15][CH2:14][CH2:13]2)[C:5]([O:8][CH:9]([CH3:11])[CH3:10])=[N:6][CH:7]=1.[CH3:18][C:19]1[CH:25]=[CH:24][C:22]([NH2:23])=[CH:21][C:20]=1B1OC(C)(C)C(C)(C)O1.C(=O)([O-])[O-].[Na+].[Na+], predict the reaction product. The product is: [CH:9]([O:8][C:5]1[N:6]=[CH:7][C:2]([C:20]2[CH:21]=[C:22]([CH:24]=[CH:25][C:19]=2[CH3:18])[NH2:23])=[CH:3][C:4]=1[N:12]1[CH2:17][CH2:16][O:15][CH2:14][CH2:13]1)([CH3:11])[CH3:10]. (7) Given the reactants [CH2:1]([O:3][C:4]([C:6]1[CH:11]=[CH:10][CH:9]=[C:8]([CH2:12]Br)[N:7]=1)=[O:5])[CH3:2].[I:14][C:15]1[CH:20]=[CH:19][C:18]([OH:21])=[CH:17][CH:16]=1.C(=O)([O-])[O-].[K+].[K+], predict the reaction product. The product is: [CH2:1]([O:3][C:4]([C:6]1[CH:11]=[CH:10][CH:9]=[C:8]([CH2:12][O:21][C:18]2[CH:19]=[CH:20][C:15]([I:14])=[CH:16][CH:17]=2)[N:7]=1)=[O:5])[CH3:2].